This data is from Reaction yield outcomes from USPTO patents with 853,638 reactions. The task is: Predict the reaction yield, written as a fraction of the theoretical maximum amount of product (1.0 means a 100% yield; for example, 0.34 means a 34% yield). The reactants are [S:1]1[CH:5]=[CH:4][C:3]2[CH:6]=[C:7]([CH:10]=O)[CH:8]=[CH:9][C:2]1=2.[CH3:12][NH2:13].[BH4-].[Na+].O. The catalyst is CO. The product is [S:1]1[CH:5]=[CH:4][C:3]2[CH:6]=[C:7]([CH2:10][NH:13][CH3:12])[CH:8]=[CH:9][C:2]1=2. The yield is 0.890.